This data is from Full USPTO retrosynthesis dataset with 1.9M reactions from patents (1976-2016). The task is: Predict the reactants needed to synthesize the given product. (1) The reactants are: [NH:1]1[C:9]2[C:4](=[CH:5][CH:6]=[CH:7][CH:8]=2)[C:3]([C@H:10]([CH3:33])[C@@H:11]([NH:17][C:18]([N:20]2[CH2:25][CH2:24][N:23]([C:26]3[CH:31]=[CH:30][CH:29]=[CH:28][CH:27]=3)[C:22](=[O:32])[CH2:21]2)=[O:19])[C:12]([O:14]CC)=[O:13])=[CH:2]1.[OH-:34].[Na+]. Given the product [NH:23]([CH2:24][CH2:25][N:20]([CH2:21][C:22]([OH:34])=[O:32])[C:18]([NH:17][C@H:11]([C@H:10]([C:3]1[C:4]2[C:9](=[CH:8][CH:7]=[CH:6][CH:5]=2)[NH:1][CH:2]=1)[CH3:33])[C:12]([OH:14])=[O:13])=[O:19])[C:26]1[CH:27]=[CH:28][CH:29]=[CH:30][CH:31]=1, predict the reactants needed to synthesize it. (2) Given the product [F:43][C:37]1[CH:38]=[CH:39][CH:40]=[C:41]([F:42])[C:36]=1[CH2:35][O:34][C:33]1[C:28]2[N:29]([C:25]([C:11]3[CH:10]=[N:9][N:8]([C:5]4[CH:6]=[CH:7][C:2]([F:1])=[CH:3][CH:4]=4)[CH:12]=3)=[C:26]([CH3:44])[N:27]=2)[CH:30]=[CH:31][CH:32]=1, predict the reactants needed to synthesize it. The reactants are: [F:1][C:2]1[CH:7]=[CH:6][C:5]([N:8]2[CH:12]=[C:11](B(O)O)[CH:10]=[N:9]2)=[CH:4][CH:3]=1.P([O-])([O-])([O-])=O.[K+].[K+].[K+].Br[C:25]1[N:29]2[CH:30]=[CH:31][CH:32]=[C:33]([O:34][CH2:35][C:36]3[C:41]([F:42])=[CH:40][CH:39]=[CH:38][C:37]=3[F:43])[C:28]2=[N:27][C:26]=1[CH3:44]. (3) Given the product [C:34]([C:28]1[C:29]([C:32]#[N:33])=[CH:30][N:31]=[C:26]([NH:25][C:14]([N:11]2[C:12]3[C:7](=[CH:6][CH:5]=[C:4]([CH:3]([O:2][CH3:1])[O:23][CH3:24])[N:13]=3)[CH2:8][CH2:9][CH2:10]2)=[O:16])[CH:27]=1)#[N:35], predict the reactants needed to synthesize it. The reactants are: [CH3:1][O:2][CH:3]([O:23][CH3:24])[C:4]1[N:13]=[C:12]2[C:7]([CH2:8][CH2:9][CH2:10][N:11]2[C:14]([O:16]C2C=CC=CC=2)=O)=[CH:6][CH:5]=1.[NH2:25][C:26]1[N:31]=[CH:30][C:29]([C:32]#[N:33])=[C:28]([C:34]#[N:35])[CH:27]=1. (4) Given the product [F:10][Si-2:11]([F:16])([F:15])([F:14])([F:13])[F:12].[NH:1]1[C:5]2[CH:6]=[CH:7][CH:8]=[CH:9][C:4]=2[N:3]=[N:2]1, predict the reactants needed to synthesize it. The reactants are: [NH:1]1[C:5]2[CH:6]=[CH:7][CH:8]=[CH:9][C:4]=2[N:3]=[N:2]1.[F:10][Si-2:11]([F:16])([F:15])([F:14])([F:13])[F:12].[H+].[H+]. (5) Given the product [OH:35][C:6]1[C:5]([C:3]([NH:36][CH2:37][CH2:38][C:39]([OH:41])=[O:40])=[O:4])=[N:14][C:13]([C:15]2[CH:16]=[N:17][CH:18]=[CH:19][CH:20]=2)=[C:12]2[C:7]=1[CH:8]=[C:9]([C:29]1[CH:34]=[CH:33][CH:32]=[CH:31][CH:30]=1)[C:10](=[O:28])[N:11]2[CH2:21][CH:22]1[CH2:23][CH2:24][O:25][CH2:26][CH2:27]1, predict the reactants needed to synthesize it. The reactants are: CO[C:3]([C:5]1[C:6]([OH:35])=[C:7]2[C:12](=[C:13]([C:15]3[CH:16]=[N:17][CH:18]=[CH:19][CH:20]=3)[N:14]=1)[N:11]([CH2:21][CH:22]1[CH2:27][CH2:26][O:25][CH2:24][CH2:23]1)[C:10](=[O:28])[C:9]([C:29]1[CH:34]=[CH:33][CH:32]=[CH:31][CH:30]=1)=[CH:8]2)=[O:4].[NH2:36][CH2:37][CH2:38][C:39]([OH:41])=[O:40].C[O-].[Na+]. (6) Given the product [CH:1]1([N:20]2[CH2:21][CH2:22][C@@H:18]([N:12]3[CH2:11][CH2:10][C:9]4[C:14](=[CH:15][CH:16]=[C:7]([OH:6])[CH:8]=4)[C:13]3=[O:17])[CH2:19]2)[CH2:4][CH2:3][CH2:2]1, predict the reactants needed to synthesize it. The reactants are: [C:1]1(=O)[CH2:4][CH2:3][CH2:2]1.[OH:6][C:7]1[CH:8]=[C:9]2[C:14](=[CH:15][CH:16]=1)[C:13](=[O:17])[N:12]([C@@H:18]1[CH2:22][CH2:21][NH:20][CH2:19]1)[CH2:11][CH2:10]2. (7) Given the product [CH3:30][O:29][C:26]1[CH:25]=[CH:24][C:23]([C:22]([O:15][CH2:14][C:3]([CH2:2][OH:1])([C:4]([O:6][CH2:7][CH3:8])=[O:5])[C:9]([O:11][CH2:12][CH3:13])=[O:10])([C:31]2[CH:36]=[CH:35][C:34]([O:37][CH3:38])=[CH:33][CH:32]=2)[C:21]2[CH:40]=[CH:41][C:18]([O:17][CH3:16])=[CH:19][CH:20]=2)=[CH:28][CH:27]=1, predict the reactants needed to synthesize it. The reactants are: [OH:1][CH2:2][C:3]([CH2:14][OH:15])([C:9]([O:11][CH2:12][CH3:13])=[O:10])[C:4]([O:6][CH2:7][CH3:8])=[O:5].[CH3:16][O:17][C:18]1[CH:41]=[CH:40][C:21]([C:22](Cl)([C:31]2[CH:36]=[CH:35][C:34]([O:37][CH3:38])=[CH:33][CH:32]=2)[C:23]2[CH:28]=[CH:27][C:26]([O:29][CH3:30])=[CH:25][CH:24]=2)=[CH:20][CH:19]=1. (8) Given the product [N:4]1[CH:5]=[CH:6][CH:7]=[CH:8][C:3]=1[CH2:2][NH:1][S:10]([C:13]1[CH:14]=[C:15]([CH:19]=[CH:20][CH:21]=1)[C:16]([OH:18])=[O:17])(=[O:12])=[O:11], predict the reactants needed to synthesize it. The reactants are: [NH2:1][CH2:2][C:3]1[CH:8]=[CH:7][CH:6]=[CH:5][N:4]=1.Cl[S:10]([C:13]1[CH:14]=[C:15]([CH:19]=[CH:20][CH:21]=1)[C:16]([OH:18])=[O:17])(=[O:12])=[O:11]. (9) The reactants are: C[O:2][C:3]1[CH:4]=[C:5]([C:9]([CH3:17])([CH3:16])[CH2:10][C:11]([O:13][CH2:14][CH3:15])=[O:12])[CH:6]=[CH:7][CH:8]=1.C(S)CCCCCCCCCCC.[Cl-].[Al+3].[Cl-].[Cl-].Cl. Given the product [OH:2][C:3]1[CH:4]=[C:5]([C:9]([CH3:16])([CH3:17])[CH2:10][C:11]([O:13][CH2:14][CH3:15])=[O:12])[CH:6]=[CH:7][CH:8]=1, predict the reactants needed to synthesize it.